From a dataset of Reaction yield outcomes from USPTO patents with 853,638 reactions. Predict the reaction yield, written as a fraction of the theoretical maximum amount of product (1.0 means a 100% yield; for example, 0.34 means a 34% yield). (1) The reactants are C([O:3][C:4](=O)[CH2:5][C:6]1[CH:11]=[C:10]([O:12][CH:13]2[CH2:22][CH2:21][C:16]3([O:20][CH2:19][CH2:18][O:17]3)[CH2:15][CH2:14]2)[N:9]=[C:8]([C:23]([F:26])([F:25])[F:24])[N:7]=1)C.[BH4-].[Na+].CO. The catalyst is O1CCCC1. The product is [O:17]1[C:16]2([CH2:21][CH2:22][CH:13]([O:12][C:10]3[N:9]=[C:8]([C:23]([F:25])([F:26])[F:24])[N:7]=[C:6]([CH2:5][CH2:4][OH:3])[CH:11]=3)[CH2:14][CH2:15]2)[O:20][CH2:19][CH2:18]1. The yield is 0.560. (2) The reactants are [CH:1]1([NH2:4])[CH2:3][CH2:2]1.[C:5](O[C:5]([O:7][C:8]([CH3:11])([CH3:10])[CH3:9])=[O:6])([O:7][C:8]([CH3:11])([CH3:10])[CH3:9])=[O:6]. The catalyst is ClCCl. The product is [C:8]([O:7][C:5]([NH:4][CH:1]1[CH2:3][CH2:2]1)=[O:6])([CH3:11])([CH3:10])[CH3:9]. The yield is 0.990. (3) The reactants are [C:1]1([CH:7]([C:30]2[CH:35]=[CH:34][CH:33]=[CH:32][CH:31]=2)[N:8]2[C:16]3[C:11](=[CH:12][CH:13]=[CH:14][CH:15]=3)[C@:10]([C:19]3[C:27](O)=[CH:26][C:22]4[O:23][CH2:24][O:25][C:21]=4[CH:20]=3)([CH2:17][OH:18])[C:9]2=[O:29])[CH:6]=[CH:5][CH:4]=[CH:3][CH:2]=1.C1(P(C2C=CC=CC=2)C2C=CC=CN=2)C=CC=CC=1.CC(OC(/N=N/C(OC(C)(C)C)=O)=O)(C)C. The catalyst is O1CCCC1.C(OCC)(=O)C. The product is [C:1]1([CH:7]([C:30]2[CH:31]=[CH:32][CH:33]=[CH:34][CH:35]=2)[N:8]2[C:16]3[C:11](=[CH:12][CH:13]=[CH:14][CH:15]=3)[C@@:10]3([C:19]4=[CH:20][C:21]5[O:25][CH2:24][O:23][C:22]=5[CH:26]=[C:27]4[O:18][CH2:17]3)[C:9]2=[O:29])[CH:2]=[CH:3][CH:4]=[CH:5][CH:6]=1. The yield is 0.750. (4) The reactants are [C:1]([CH2:3]P(=O)(OCC)OCC)#[N:2].CC(C)([O-])C.[K+].[CH:18]1([CH:23]=O)[CH2:22][CH2:21][CH2:20][CH2:19]1. The catalyst is C1COCC1. The product is [CH:18]1([CH:23]=[CH:3][C:1]#[N:2])[CH2:22][CH2:21][CH2:20][CH2:19]1. The yield is 0.948. (5) The reactants are [C:1]([C:9]1[CH:13]=[C:12](Br)[S:11][C:10]=1[NH:15][C:16](=[O:18])[CH3:17])(=[O:8])[C:2]1[CH:7]=[CH:6][CH:5]=[CH:4][CH:3]=1.[C:19]1(B(O)O)[CH:24]=[CH:23][CH:22]=[CH:21][CH:20]=1.C([O-])([O-])=O.[Na+].[Na+]. The catalyst is C1(C)C=CC=CC=1.CCO.[Pd].C1(P(C2C=CC=CC=2)C2C=CC=CC=2)C=CC=CC=1.C1(P(C2C=CC=CC=2)C2C=CC=CC=2)C=CC=CC=1.C1(P(C2C=CC=CC=2)C2C=CC=CC=2)C=CC=CC=1.C1(P(C2C=CC=CC=2)C2C=CC=CC=2)C=CC=CC=1. The product is [C:1]([C:9]1[CH:13]=[C:12]([C:19]2[CH:24]=[CH:23][CH:22]=[CH:21][CH:20]=2)[S:11][C:10]=1[NH:15][C:16](=[O:18])[CH3:17])(=[O:8])[C:2]1[CH:7]=[CH:6][CH:5]=[CH:4][CH:3]=1. The yield is 0.880. (6) The reactants are Cl[C:2]1[CH:7]=[CH:6][C:5]([NH:8][C:9]([NH:11][C:12]2[CH:17]=[CH:16][CH:15]=[C:14]([C:18]3[CH:23]=[CH:22][CH:21]=[C:20]([N:24]4[CH2:28][CH2:27][CH2:26][CH2:25]4)[N:19]=3)[CH:13]=2)=[O:10])=[CH:4][CH:3]=1.N[C:30]1C=CC(C)=CC=1.CCN(C(C)C)C(C)C. The catalyst is CN(C=O)C. The product is [N:24]1([C:20]2[N:19]=[C:18]([C:14]3[CH:13]=[C:12]([NH:11][C:9]([NH:8][C:5]4[CH:6]=[CH:7][C:2]([CH3:30])=[CH:3][CH:4]=4)=[O:10])[CH:17]=[CH:16][CH:15]=3)[CH:23]=[CH:22][CH:21]=2)[CH2:28][CH2:27][CH2:26][CH2:25]1. The yield is 0.640.